Dataset: Catalyst prediction with 721,799 reactions and 888 catalyst types from USPTO. Task: Predict which catalyst facilitates the given reaction. (1) Reactant: [Cl:1][C:2]1[C:3]([NH:17][CH2:18][C:19]2[CH:24]=[CH:23][CH:22]=[C:21]([O:25]C)[CH:20]=2)=[N:4][C:5]([NH:8][C:9]2[CH:10]=[C:11]([CH2:15]O)[CH:12]=[CH:13][CH:14]=2)=[N:6][CH:7]=1.C(Cl)Cl.B(Br)(Br)[Br:31].O. Product: [Br:31][CH2:15][C:11]1[CH:10]=[C:9]([NH:8][C:5]2[N:4]=[C:3]([NH:17][CH2:18][C:19]3[CH:20]=[C:21]([OH:25])[CH:22]=[CH:23][CH:24]=3)[C:2]([Cl:1])=[CH:7][N:6]=2)[CH:14]=[CH:13][CH:12]=1. The catalyst class is: 25. (2) Reactant: C(OP([CH:9]([CH2:15][CH2:16][CH2:17][F:18])[C:10]([O:12][CH2:13][CH3:14])=[O:11])(OCC)=O)C.[H-].[Na+].[C:21]([O:25][C:26]([NH:28][C@@H:29]([CH2:37][CH:38]=O)[C:30]([O:32][C:33]([CH3:36])([CH3:35])[CH3:34])=[O:31])=[O:27])([CH3:24])([CH3:23])[CH3:22]. Product: [C:21]([O:25][C:26]([NH:28][C@H:29]([C:30]([O:32][C:33]([CH3:34])([CH3:36])[CH3:35])=[O:31])[CH2:37]/[CH:38]=[C:9](\[CH2:15][CH2:16][CH2:17][F:18])/[C:10]([O:12][CH2:13][CH3:14])=[O:11])=[O:27])([CH3:24])([CH3:22])[CH3:23].[C:21]([O:25][C:26]([NH:28][C@H:29]([C:30]([O:32][C:33]([CH3:34])([CH3:36])[CH3:35])=[O:31])[CH2:37]/[CH:38]=[C:9](/[CH2:15][CH2:16][CH2:17][F:18])\[C:10]([O:12][CH2:13][CH3:14])=[O:11])=[O:27])([CH3:24])([CH3:22])[CH3:23]. The catalyst class is: 1. (3) Product: [CH3:1][C:2]1[CH:21]=[CH:20][CH:19]=[C:18]([CH3:22])[C:3]=1[CH2:4][N:5]1[C:13]2[C:8](=[CH:9][CH:10]=[C:11]([C:14]([O-:16])=[O:15])[CH:12]=2)[C:7]([CH3:17])=[CH:6]1.[K+:24]. The catalyst class is: 8. Reactant: [CH3:1][C:2]1[CH:21]=[CH:20][CH:19]=[C:18]([CH3:22])[C:3]=1[CH2:4][N:5]1[C:13]2[C:8](=[CH:9][CH:10]=[C:11]([C:14]([OH:16])=[O:15])[CH:12]=2)[C:7]([CH3:17])=[CH:6]1.[OH-].[K+:24].